From a dataset of Forward reaction prediction with 1.9M reactions from USPTO patents (1976-2016). Predict the product of the given reaction. (1) Given the reactants BrC1C=CC(O)=C([C:8]2[CH:17]=[CH:16][C:15]3[C:10](=[CH:11][CH:12]=[C:13]([C:18]4[N:22]([CH:23]5[CH2:28][CH2:27][CH2:26][CH2:25][CH2:24]5)[C:21]5[CH:29]=[CH:30][C:31]([C:33]([OH:35])=[O:34])=[CH:32][C:20]=5[N:19]=4)[CH:14]=3)[N:9]=2)C=1.C(OC(C1C=CC2N(C3CCCCC3)C(C3C=CC(N)=C(C=O)C=3)=NC=2C=1)=O)C.[Cl:66][C:67]1[CH:68]=[C:69]([C:74]2[CH:78]=[C:77](C(=O)C)[O:76][N:75]=2)[CH:70]=[CH:71][C:72]=1[Cl:73].[OH-].[K+], predict the reaction product. The product is: [CH:23]1([N:22]2[C:21]3[CH:29]=[CH:30][C:31]([C:33]([OH:35])=[O:34])=[CH:32][C:20]=3[N:19]=[C:18]2[C:13]2[CH:14]=[C:15]3[C:10](=[CH:11][CH:12]=2)[N:9]=[C:8]([C:77]2[O:76][N:75]=[C:74]([C:69]4[CH:70]=[CH:71][C:72]([Cl:73])=[C:67]([Cl:66])[CH:68]=4)[CH:78]=2)[CH:17]=[CH:16]3)[CH2:28][CH2:27][CH2:26][CH2:25][CH2:24]1. (2) Given the reactants C(N(CC)CC)C.C(O[C:12](=[O:14])[CH3:13])(=O)C.[NH2:15][C:16]1[C:17]([NH:31][CH2:32][CH:33]2[CH2:38][CH2:37][N:36](C(OC(C)(C)C)=O)[CH2:35][CH2:34]2)=[CH:18][C:19]([NH:22][C:23]2[CH:28]=[N:27][C:26]([C:29]#[N:30])=[CH:25][N:24]=2)=[N:20][CH:21]=1.CC1C=CC(S(O)(=O)=O)=CC=1, predict the reaction product. The product is: [C:29]([C:26]1[N:27]=[CH:28][C:23]([NH:22][C:19]2[N:20]=[CH:21][C:16]([NH:15][C:12](=[O:14])[CH3:13])=[C:17]([NH:31][CH2:32][CH:33]3[CH2:38][CH2:37][NH:36][CH2:35][CH2:34]3)[CH:18]=2)=[N:24][CH:25]=1)#[N:30]. (3) Given the reactants [F:1][C:2]1([F:19])[C:6]2[N:7]([CH2:14][C:15]([OH:17])=O)[N:8]=[C:9]([C:10]([F:13])([F:12])[F:11])[C:5]=2[C@H:4]2[CH2:18][C@@H:3]12.Cl.[NH2:21][C@H:22]([C:32]1[C:37]([C:38]2[CH:39]=[CH:40][C:41]([F:47])=[C:42]([CH:46]=2)[C:43]([NH2:45])=[O:44])=[CH:36][C:35]([N:48]2[C:56](=[O:57])[C:55]3[C:50](=[CH:51][CH:52]=[CH:53][CH:54]=3)[C:49]2=[O:58])=[CH:34][N:33]=1)[CH2:23][C:24]1[CH:29]=[C:28]([F:30])[CH:27]=[C:26]([F:31])[CH:25]=1.CN(C(ON1N=NC2C=CC=NC1=2)=[N+](C)C)C.F[P-](F)(F)(F)(F)F.C(N(CC)C(C)C)(C)C, predict the reaction product. The product is: [F:19][C:2]1([F:1])[C:6]2[N:7]([CH2:14][C:15]([NH:21][C@H:22]([C:32]3[C:37]([C:38]4[CH:39]=[CH:40][C:41]([F:47])=[C:42]([CH:46]=4)[C:43]([NH2:45])=[O:44])=[CH:36][C:35]([N:48]4[C:49](=[O:58])[C:50]5[C:55](=[CH:54][CH:53]=[CH:52][CH:51]=5)[C:56]4=[O:57])=[CH:34][N:33]=3)[CH2:23][C:24]3[CH:29]=[C:28]([F:30])[CH:27]=[C:26]([F:31])[CH:25]=3)=[O:17])[N:8]=[C:9]([C:10]([F:11])([F:13])[F:12])[C:5]=2[C@H:4]2[CH2:18][C@@H:3]12. (4) Given the reactants C(O[C:6]([N:8]1[CH2:12][C:11](=[N:13][O:14][CH3:15])[CH2:10][C@H:9]1[C:16]([OH:18])=O)=[O:7])(C)(C)C.[C:19]1([C:28]2[CH:33]=[CH:32][CH:31]=[CH:30][CH:29]=2)[CH:24]=[CH:23][C:22](C(Cl)=O)=[CH:21][CH:20]=1.[O:34]1[CH:38]=[CH:37][CH:36]=[C:35]1[CH2:39][S:40][CH2:41][C:42](=[N:44]O)[NH2:43], predict the reaction product. The product is: [CH3:15][O:14][N:13]=[C:11]1[CH2:10][C@@H:9]([C:16]2[O:18][N:43]=[C:42]([CH2:41][S:40][CH2:39][C:35]3[O:34][CH:38]=[CH:37][CH:36]=3)[N:44]=2)[N:8]([C:6]([C:31]2[CH:30]=[CH:29][C:28]([C:19]3[CH:20]=[CH:21][CH:22]=[CH:23][CH:24]=3)=[CH:33][CH:32]=2)=[O:7])[CH2:12]1.